This data is from Catalyst prediction with 721,799 reactions and 888 catalyst types from USPTO. The task is: Predict which catalyst facilitates the given reaction. (1) Reactant: [NH:1]([C:36]([O:38][C:39]([CH3:42])([CH3:41])[CH3:40])=[O:37])[C@H:2]([C:17]([N:19]1[CH2:35][CH2:34][CH2:33][C@H:20]1[C:21]([NH:23][CH2:24][CH2:25][CH2:26][C:27]1[CH:32]=[CH:31][CH:30]=[CH:29][CH:28]=1)=[O:22])=[O:18])[CH2:3][CH2:4][CH2:5][NH:6]C(OCC1C=CC=CC=1)=O.C(O)(C(F)(F)F)=O.[H][H]. Product: [NH:1]([C:36]([O:38][C:39]([CH3:42])([CH3:41])[CH3:40])=[O:37])[C@H:2]([C:17]([N:19]1[CH2:35][CH2:34][CH2:33][C@H:20]1[C:21]([NH:23][CH2:24][CH2:25][CH2:26][C:27]1[CH:32]=[CH:31][CH:30]=[CH:29][CH:28]=1)=[O:22])=[O:18])[CH2:3][CH2:4][CH2:5][NH2:6]. The catalyst class is: 19. (2) Reactant: [CH2:1]([N:8]1[C:16]2[C:11](=[C:12]([O:18]CC3C=CC=CC=3)[CH:13]=[C:14]([F:17])[CH:15]=2)[CH:10]=[C:9]1[C:26]([NH2:28])=[O:27])[C:2]1[CH:7]=[CH:6][CH:5]=[CH:4][CH:3]=1. Product: [CH2:1]([N:8]1[C:16]2[C:11](=[C:12]([OH:18])[CH:13]=[C:14]([F:17])[CH:15]=2)[CH:10]=[C:9]1[C:26]([NH2:28])=[O:27])[C:2]1[CH:3]=[CH:4][CH:5]=[CH:6][CH:7]=1. The catalyst class is: 50.